From a dataset of Full USPTO retrosynthesis dataset with 1.9M reactions from patents (1976-2016). Predict the reactants needed to synthesize the given product. Given the product [NH2:12][C:8]1[CH:9]=[C:10]2[C:5](=[CH:6][CH:7]=1)[CH2:4][CH:3]([N:2]([CH3:15])[CH3:1])[CH2:11]2, predict the reactants needed to synthesize it. The reactants are: [CH3:1][N:2]([CH3:15])[CH:3]1[CH2:11][C:10]2[C:5](=[CH:6][CH:7]=[C:8]([N+:12]([O-])=O)[CH:9]=2)[CH2:4]1.[H][H].